From a dataset of Forward reaction prediction with 1.9M reactions from USPTO patents (1976-2016). Predict the product of the given reaction. (1) The product is: [C:1]([O:5][C:6]([N:8]1[CH2:13][C@@H:12]([OH:11])[C@H:10]([F:14])[CH2:9]1)=[O:7])([CH3:4])([CH3:3])[CH3:2]. Given the reactants [C:1]([O:5][C:6]([N:8]1[CH2:13][CH:12]2[CH:10]([O:11]2)[CH2:9]1)=[O:7])([CH3:4])([CH3:3])[CH3:2].[FH:14].F.F.C(N(CC)CC)C, predict the reaction product. (2) Given the reactants S(Cl)([Cl:3])=O.[NH2:5][CH2:6][CH2:7][CH2:8][CH2:9][CH2:10][CH2:11][CH2:12][CH2:13][CH2:14][CH2:15][CH2:16][C:17]([OH:19])=[O:18].[CH2:20](O)[CH3:21], predict the reaction product. The product is: [ClH:3].[NH2:5][CH2:6][CH2:7][CH2:8][CH2:9][CH2:10][CH2:11][CH2:12][CH2:13][CH2:14][CH2:15][CH2:16][C:17]([O:19][CH2:20][CH3:21])=[O:18]. (3) Given the reactants [F:1][C:2]1[CH:7]=[CH:6][C:5]([Br:8])=[CH:4][C:3]=1[OH:9].C(=O)([O-])[O-].[K+].[K+].[I-].[Na+].Br[CH2:19][CH2:20][CH:21]=[C:22]([F:24])[F:23], predict the reaction product. The product is: [Br:8][C:5]1[CH:6]=[CH:7][C:2]([F:1])=[C:3]([O:9][CH2:19][CH2:20][CH:21]=[C:22]([F:24])[F:23])[CH:4]=1. (4) Given the reactants [CH:1]1([C:6]([C:8]2[CH:16]=[CH:15][C:14]([O:17][CH3:18])=[CH:13][C:9]=2[C:10](O)=[O:11])=O)[CH2:5][CH2:4][CH2:3][CH2:2]1.O.[NH2:20][NH2:21], predict the reaction product. The product is: [CH:1]1([C:6]2[C:8]3[C:9](=[CH:13][C:14]([O:17][CH3:18])=[CH:15][CH:16]=3)[C:10](=[O:11])[NH:21][N:20]=2)[CH2:5][CH2:4][CH2:3][CH2:2]1. (5) Given the reactants [C:1]1(=[O:10])[C:9]2C(=CC=CC=2)CC1.Cl.C(N)C#C.[OH2:16].[OH2:17].[OH2:18].[C:19]([O-:22])(=[O:21])[CH3:20].[Na+].C([BH3-])#N.[Na+], predict the reaction product. The product is: [C:1]([OH:10])(=[O:18])[CH:9]([CH:20]([C:19]([OH:22])=[O:21])[OH:17])[OH:16]. (6) Given the reactants [NH2:1][C:2]1[CH:7]=[CH:6][C:5]([Cl:8])=[CH:4][N:3]=1.[CH3:9][O:10][C:11](=[O:17])[CH2:12][C:13](=O)[CH2:14]Cl, predict the reaction product. The product is: [CH3:9][O:10][C:11](=[O:17])[CH2:12][C:13]1[N:1]=[C:2]2[CH:7]=[CH:6][C:5]([Cl:8])=[CH:4][N:3]2[CH:14]=1. (7) Given the reactants CC([C:5]1(C(C)(C)C)[CH:10]([C:11]2[C:20]3[CH2:19][O:18][CH2:17][NH:16][C:15]=3[N:14]=[C:13]([C:21]3[C:26]([O:27]CC4C=CC(OC)=CC=4)=[CH:25][CH:24]=[CH:23][C:22]=3[O:37][CH2:38][CH:39]3[CH2:41][CH2:40]3)[CH:12]=2)[CH2:9][CH2:8][CH2:7][N:6]1C([O-])=O)(C)C.[ClH:49], predict the reaction product. The product is: [ClH:49].[CH:39]1([CH2:38][O:37][C:22]2[C:21]([C:13]3[CH:12]=[C:11]([CH:10]4[CH2:9][CH2:8][CH2:7][NH:6][CH2:5]4)[C:20]4[CH2:19][O:18][CH2:17][NH:16][C:15]=4[N:14]=3)=[C:26]([OH:27])[CH:25]=[CH:24][CH:23]=2)[CH2:40][CH2:41]1.